From a dataset of Forward reaction prediction with 1.9M reactions from USPTO patents (1976-2016). Predict the product of the given reaction. (1) Given the reactants [OH:1][C:2]12[CH2:6][C:4]([NH:7][C:8](=[O:10])[CH3:9])([CH2:5]1)[CH2:3]2.[CH2:11]([C:15]1[CH:20]=[CH:19][C:18]([CH:21]([CH3:25])[C:22](Cl)=[O:23])=[CH:17][CH:16]=1)[CH:12]([CH3:14])[CH3:13], predict the reaction product. The product is: [CH2:11]([C:15]1[CH:16]=[CH:17][C:18]([CH:21]([CH3:25])[C:22]([O:1][C:2]23[CH2:6][C:4]([NH:7][C:8](=[O:10])[CH3:9])([CH2:5]2)[CH2:3]3)=[O:23])=[CH:19][CH:20]=1)[CH:12]([CH3:14])[CH3:13]. (2) The product is: [Br:1][C:2]1[CH:3]=[CH:4][C:5]([Cl:11])=[C:6]([C:7]([C:19]2[CH:18]=[CH:17][C:16]3[O:12][CH2:13][CH2:14][C:15]=3[CH:20]=2)=[O:8])[CH:10]=1. Given the reactants [Br:1][C:2]1[CH:3]=[CH:4][C:5]([Cl:11])=[C:6]([CH:10]=1)[C:7](Cl)=[O:8].[O:12]1[C:16]2[CH:17]=[CH:18][CH:19]=[CH:20][C:15]=2[CH2:14][CH2:13]1.[Cl-].[Cl-].[Cl-].[Al+3], predict the reaction product. (3) Given the reactants [F:1][C:2]1[CH:3]=[C:4]([CH:6]=[CH:7][C:8]=1[F:9])[NH2:5].Cl.[C:11]1(Cl)[C:17](=O)C(Cl)=C(Cl)[C:13](=O)[C:12]=1Cl.C(=O)/C=C/C, predict the reaction product. The product is: [F:9][C:8]1[CH:7]=[C:6]2[C:4](=[CH:3][C:2]=1[F:1])[N:5]=[C:12]([CH3:13])[CH:11]=[CH:17]2. (4) Given the reactants [CH2:1]([C:3]1[O:4][C:5]2[CH:11]=[CH:10][CH:9]=[CH:8][C:6]=2[CH:7]=1)[CH3:2].[C:12](Cl)(=[O:19])[C:13]1[CH:18]=[CH:17][CH:16]=[CH:15][CH:14]=1.[Sn](Cl)(Cl)(Cl)Cl, predict the reaction product. The product is: [CH2:1]([C:3]1[O:4][C:5]2[CH:11]=[CH:10][CH:9]=[CH:8][C:6]=2[C:7]=1[C:12]([C:13]1[CH:18]=[CH:17][CH:16]=[CH:15][CH:14]=1)=[O:19])[CH3:2]. (5) Given the reactants [NH:1]1[C:9]2[C:4](=[CH:5][CH:6]=[CH:7][CH:8]=2)[CH2:3][C:2]1=[O:10].[CH2:11]([Li])[CH2:12][CH2:13][CH3:14].ICCCCI.O, predict the reaction product. The product is: [NH:1]1[C:9]2[C:4](=[CH:5][CH:6]=[CH:7][CH:8]=2)[C:3]2([CH2:14][CH2:13][CH2:12][CH2:11]2)[C:2]1=[O:10].